Dataset: Full USPTO retrosynthesis dataset with 1.9M reactions from patents (1976-2016). Task: Predict the reactants needed to synthesize the given product. (1) The reactants are: Br[C:2]1[CH:3]=[C:4]([C:8]2([C:19]3[CH:24]=[CH:23][N:22]=[CH:21][CH:20]=3)[C:16]3[C:11](=[C:12]([F:17])[CH:13]=[CH:14][CH:15]=3)[C:10]([NH2:18])=[N:9]2)[CH:5]=[CH:6][CH:7]=1.[F:25][C:26]1[C:31]([O:32][CH3:33])=[CH:30][CH:29]=[CH:28][C:27]=1B(O)O. Given the product [F:17][C:12]1[CH:13]=[CH:14][CH:15]=[C:16]2[C:11]=1[C:10]([NH2:18])=[N:9][C:8]2([C:4]1[CH:3]=[C:2]([C:27]2[CH:28]=[CH:29][CH:30]=[C:31]([O:32][CH3:33])[C:26]=2[F:25])[CH:7]=[CH:6][CH:5]=1)[C:19]1[CH:20]=[CH:21][N:22]=[CH:23][CH:24]=1, predict the reactants needed to synthesize it. (2) The reactants are: [CH2:1]([O:5][CH2:6][CH2:7][O:8][C:9]1[CH:14]=[CH:13][C:12]([C:15]2[CH:16]=[CH:17][C:18]3[N:24]([CH2:25][CH:26]([CH3:28])[CH3:27])[CH2:23][CH2:22][C:21]([C:29]([OH:31])=O)=[CH:20][C:19]=3[CH:32]=2)=[CH:11][CH:10]=1)[CH2:2][CH2:3][CH3:4].CN(C=O)C.S(Cl)(Cl)=O.[CH3:42][N:43]1[CH:47]=[CH:46][N:45]=[C:44]1[CH2:48][S:49][C:50]1[CH:56]=[CH:55][C:53]([NH2:54])=[CH:52][CH:51]=1. Given the product [CH2:1]([O:5][CH2:6][CH2:7][O:8][C:9]1[CH:14]=[CH:13][C:12]([C:15]2[CH:16]=[CH:17][C:18]3[N:24]([CH2:25][CH:26]([CH3:28])[CH3:27])[CH2:23][CH2:22][C:21]([C:29]([NH:54][C:53]4[CH:55]=[CH:56][C:50]([S:49][CH2:48][C:44]5[N:43]([CH3:42])[CH:47]=[CH:46][N:45]=5)=[CH:51][CH:52]=4)=[O:31])=[CH:20][C:19]=3[CH:32]=2)=[CH:11][CH:10]=1)[CH2:2][CH2:3][CH3:4], predict the reactants needed to synthesize it. (3) Given the product [CH3:15][N:14]([CH3:16])[C:12]1[C:11]([C:17]([F:18])([F:20])[F:19])=[CH:10][C:9]2[NH:21][C:22](=[O:46])[CH2:23][C:24]([C:25]3[CH:30]=[CH:29][CH:28]=[C:27]([N:31]4[C:35]([CH2:36][CH2:37][OH:38])=[CH:34][N:33]=[N:32]4)[CH:26]=3)=[N:7][C:8]=2[CH:13]=1, predict the reactants needed to synthesize it. The reactants are: C(OC(=O)[NH:7][C:8]1[CH:13]=[C:12]([N:14]([CH3:16])[CH3:15])[C:11]([C:17]([F:20])([F:19])[F:18])=[CH:10][C:9]=1[NH:21][C:22](=[O:46])[CH2:23][C:24](=O)[C:25]1[CH:30]=[CH:29][CH:28]=[C:27]([N:31]2[C:35]([CH2:36][CH2:37][O:38]C3CCCCO3)=[CH:34][N:33]=[N:32]2)[CH:26]=1)(C)(C)C.C(O)(C(F)(F)F)=O. (4) Given the product [C:25]([O:24][C:22](=[O:23])[N:9]([CH2:8][CH:7]([O:6][Si:5]([C:1]([CH3:4])([CH3:3])[CH3:2])([CH3:20])[CH3:21])[C:13]1[CH:14]=[N:15][C:16]([Cl:19])=[CH:17][CH:18]=1)[CH2:10][CH2:11][OH:12])([CH3:28])([CH3:27])[CH3:26], predict the reactants needed to synthesize it. The reactants are: [C:1]([Si:5]([CH3:21])([CH3:20])[O:6][CH:7]([C:13]1[CH:14]=[N:15][C:16]([Cl:19])=[CH:17][CH:18]=1)[CH2:8][NH:9][CH2:10][CH2:11][OH:12])([CH3:4])([CH3:3])[CH3:2].[C:22](O[C:22]([O:24][C:25]([CH3:28])([CH3:27])[CH3:26])=[O:23])([O:24][C:25]([CH3:28])([CH3:27])[CH3:26])=[O:23]. (5) Given the product [CH2:1]([N:5]([CH2:6][C:7]1[CH:8]=[CH:9][C:10]([C:13]([F:14])([F:15])[F:16])=[CH:11][CH:12]=1)[C:27](=[O:49])[CH2:28][O:29][C:30]1[CH:31]=[CH:32][C:33]([CH2:36][CH2:37][O:38][C:39]2[CH:48]=[CH:47][CH:46]=[CH:45][C:40]=2[C:41]([O:43][CH3:44])=[O:42])=[CH:34][CH:35]=1)[CH:2]([CH3:4])[CH3:3], predict the reactants needed to synthesize it. The reactants are: [CH2:1]([NH:5][CH2:6][C:7]1[CH:12]=[CH:11][C:10]([C:13]([F:16])([F:15])[F:14])=[CH:9][CH:8]=1)[CH:2]([CH3:4])[CH3:3].C(N(C(C)C)C(C)C)C.Cl[C:27](=[O:49])[CH2:28][O:29][C:30]1[CH:35]=[CH:34][C:33]([CH2:36][CH2:37][O:38][C:39]2[CH:48]=[CH:47][CH:46]=[CH:45][C:40]=2[C:41]([O:43][CH3:44])=[O:42])=[CH:32][CH:31]=1. (6) Given the product [CH3:18][O:19][C:20]1[CH:25]=[CH:24][CH:23]=[CH:22][C:21]=1[O:26][C:2]1[CH:7]=[C:6]([O:8][CH2:9][C:10]#[CH:11])[N:5]=[CH:4][N:3]=1, predict the reactants needed to synthesize it. The reactants are: Cl[C:2]1[CH:7]=[C:6]([O:8][CH2:9][C:10]#[CH:11])[N:5]=[CH:4][N:3]=1.C(=O)([O-])[O-].[K+].[K+].[CH3:18][O:19][C:20]1[CH:25]=[CH:24][CH:23]=[CH:22][C:21]=1[OH:26].[Cl-].[NH4+]. (7) Given the product [CH2:26]([C:23]1[CH:24]=[CH:25][C:20]([NH:19][C:12]2[C:13]([F:18])=[C:14]([F:17])[CH:15]=[CH:16][C:11]=2[C:10]([NH:9][O:8][CH:5]([CH2:6][OH:7])[CH2:4][OH:3])=[O:29])=[C:21]([F:28])[CH:22]=1)[CH3:27], predict the reactants needed to synthesize it. The reactants are: CC1(C)[O:7][CH2:6][CH:5]([O:8][NH:9][C:10](=[O:29])[C:11]2[CH:16]=[CH:15][C:14]([F:17])=[C:13]([F:18])[C:12]=2[NH:19][C:20]2[CH:25]=[CH:24][C:23]([CH2:26][CH3:27])=[CH:22][C:21]=2[F:28])[CH2:4][O:3]1.Cl. (8) Given the product [CH3:32][N:33]1[CH2:34][CH2:35][N:36]([C:39]2[CH:44]=[CH:43][C:42]([NH:45][CH:2]=[C:3]3[C:11]4[C:6](=[CH:7][C:8]([C:12]([C:14]5[CH:15]=[C:16]([NH:20][C:21]([C:23]6[C:24]([CH3:30])=[N:25][N:26]([CH3:29])[C:27]=6[Cl:28])=[O:22])[CH:17]=[CH:18][CH:19]=5)=[O:13])=[CH:9][CH:10]=4)[NH:5][C:4]3=[O:31])=[CH:41][CH:40]=2)[CH2:37][CH2:38]1, predict the reactants needed to synthesize it. The reactants are: O[CH:2]=[C:3]1[C:11]2[C:6](=[CH:7][C:8]([C:12]([C:14]3[CH:15]=[C:16]([NH:20][C:21]([C:23]4[C:24]([CH3:30])=[N:25][N:26]([CH3:29])[C:27]=4[Cl:28])=[O:22])[CH:17]=[CH:18][CH:19]=3)=[O:13])=[CH:9][CH:10]=2)[NH:5][C:4]1=[O:31].[CH3:32][N:33]1[CH2:38][CH2:37][N:36]([C:39]2[CH:44]=[CH:43][C:42]([NH2:45])=[CH:41][CH:40]=2)[CH2:35][CH2:34]1. (9) Given the product [Cl:1][C:2]1[C:6]2[CH:7]=[CH:8][CH:9]=[CH:10][C:5]=2[S:4][C:3]=1[C:11]([N:52]1[CH2:53][C:48]([CH3:47])([CH3:67])[C:49]2[S:56][C:55]([C:57]([O:58][CH2:45][CH3:46])=[O:24])=[CH:54][C:50]=2[CH2:51]1)=[O:13], predict the reactants needed to synthesize it. The reactants are: [Cl:1][C:2]1[C:6]2[CH:7]=[CH:8][CH:9]=[CH:10][C:5]=2[S:4][C:3]=1[C:11]([OH:13])=O.F[P-](F)(F)(F)(F)F.C[N+](C)=C(N(C)C)[O:24]N1C2N=CC=CC=2N=N1.C(N([CH2:45][CH3:46])C(C)C)(C)C.[CH3:47][C:48]1([CH3:67])[CH2:53][NH:52][CH2:51][C:50]2[CH:54]=[C:55]([C:57](NOC3CCCCO3)=[O:58])[S:56][C:49]1=2. (10) Given the product [Br:12][C:7]1[CH:6]=[C:5]([S:8]([NH2:11])(=[O:10])=[O:9])[CH:4]=[CH:3][C:2]=1[CH3:1], predict the reactants needed to synthesize it. The reactants are: [CH3:1][C:2]1[CH:3]=[CH:4][C:5]([S:8]([NH2:11])(=[O:10])=[O:9])=[CH:6][CH:7]=1.[Br:12]Br.